Task: Predict the reactants needed to synthesize the given product.. Dataset: Full USPTO retrosynthesis dataset with 1.9M reactions from patents (1976-2016) (1) Given the product [OH:10][CH2:9][C:6]1[CH:7]=[CH:8][C:3]([CH2:2][NH:1][S:26]([C:21]2[CH:22]=[CH:23][CH:24]=[CH:25][N:20]=2)(=[O:28])=[O:27])=[CH:4][CH:5]=1, predict the reactants needed to synthesize it. The reactants are: [NH2:1][CH2:2][C:3]1[CH:8]=[CH:7][C:6]([CH2:9][OH:10])=[CH:5][CH:4]=1.C(N(CC)C(C)C)(C)C.[N:20]1[CH:25]=[CH:24][CH:23]=[CH:22][C:21]=1[S:26](Cl)(=[O:28])=[O:27]. (2) Given the product [CH2:28]([O:30][C:31](=[O:54])[CH2:32][N:33]1[C:41]2[C:36](=[CH:37][CH:38]=[CH:39][CH:40]=2)[CH:35]([C:42]2[C:50]([OH:51])=[CH:49][C:45]3[O:46][CH2:47][O:48][C:44]=3[CH:43]=2)[C:34]1=[O:53])[CH3:29], predict the reactants needed to synthesize it. The reactants are: BrC1C=CC=C2C=1C(O)(C1C(O)=CC3OCOC=3C=1)C(=O)N2CCCCC.[CH2:28]([O:30][C:31](=[O:54])[CH2:32][N:33]1[C:41]2[C:36](=[CH:37][CH:38]=[CH:39][CH:40]=2)[C:35](O)([C:42]2[C:50]([OH:51])=[CH:49][C:45]3[O:46][CH2:47][O:48][C:44]=3[CH:43]=2)[C:34]1=[O:53])[CH3:29]. (3) Given the product [Cl:26][CH:27]([Cl:32])[C:28]1[N:12]=[C:3]2[CH:4]=[CH:5][C:6]3[C:11]([N:2]2[N:1]=1)=[CH:10][CH:9]=[CH:8][N:7]=3, predict the reactants needed to synthesize it. The reactants are: [NH2:1][N:2]1[C:11]2[C:6](=[N:7][CH:8]=[CH:9][CH:10]=2)[CH:5]=[CH:4][C:3]1=[NH2+:12].CC1C=C(C)C=C(C)C=1S([O-])(=O)=O.[Cl:26][CH:27]([Cl:32])[C:28](OC)=O.C(=O)([O-])[O-].[K+].[K+]. (4) Given the product [CH2:1]([C:3]1[C:7]([I:8])=[C:6]([CH2:9][CH3:10])[N:5]([C:16]([O:15][C:12]([CH3:14])([CH3:13])[CH3:11])=[O:17])[N:4]=1)[CH3:2], predict the reactants needed to synthesize it. The reactants are: [CH2:1]([C:3]1[C:7]([I:8])=[C:6]([CH2:9][CH3:10])[NH:5][N:4]=1)[CH3:2].[CH3:11][C:12]([O:15][C:16](O[C:16]([O:15][C:12]([CH3:14])([CH3:13])[CH3:11])=[O:17])=[O:17])([CH3:14])[CH3:13].